Dataset: hERG Central: cardiac toxicity at 1µM, 10µM, and general inhibition. Task: Predict hERG channel inhibition at various concentrations. (1) The compound is CSc1ccc(CN2CCC(C(=O)NCc3ccc(C)cc3)CC2)cc1.O=C(O)C(=O)O. Results: hERG_inhib (hERG inhibition (general)): blocker. (2) The compound is Cl.c1ccc(CN2CCN(CCN3CCn4c3nc3ccccc34)CC2)cc1. Results: hERG_inhib (hERG inhibition (general)): blocker.